Dataset: Full USPTO retrosynthesis dataset with 1.9M reactions from patents (1976-2016). Task: Predict the reactants needed to synthesize the given product. The reactants are: [CH3:1][C:2]1([CH3:28])[C:14]2[C:6]([N:7]=[C:8]3[C:13]=2[CH:12]=[CH:11][CH:10]=[CH:9]3)=[CH:5][C:4]2[CH:15]=[C:16]3[C:21]([C:3]1=2)=[CH:20][CH:19]([C:22]1[CH:27]=[CH:26][CH:25]=[CH:24][CH:23]=1)[CH:18]=[CH:17]3.CN(C=O)C.[Br:34]N1C(=O)CCC1=O. Given the product [Br:34][C:15]1[C:4]2[CH:5]=[C:6]3[C:14]([C:2]([CH3:28])([CH3:1])[C:3]=2[C:21]2[C:16]=1[CH:17]=[CH:18][CH:19]([C:22]1[CH:27]=[CH:26][CH:25]=[CH:24][CH:23]=1)[CH:20]=2)=[C:13]1[C:8]([CH:9]=[CH:10][CH:11]=[CH:12]1)=[N:7]3, predict the reactants needed to synthesize it.